Dataset: NCI-60 drug combinations with 297,098 pairs across 59 cell lines. Task: Regression. Given two drug SMILES strings and cell line genomic features, predict the synergy score measuring deviation from expected non-interaction effect. (1) Drug 1: C1CCC(C1)C(CC#N)N2C=C(C=N2)C3=C4C=CNC4=NC=N3. Drug 2: CCCCC(=O)OCC(=O)C1(CC(C2=C(C1)C(=C3C(=C2O)C(=O)C4=C(C3=O)C=CC=C4OC)O)OC5CC(C(C(O5)C)O)NC(=O)C(F)(F)F)O. Cell line: HT29. Synergy scores: CSS=-4.16, Synergy_ZIP=4.10, Synergy_Bliss=0.475, Synergy_Loewe=-4.24, Synergy_HSA=-4.86. (2) Drug 1: CC1=C2C(C(=O)C3(C(CC4C(C3C(C(C2(C)C)(CC1OC(=O)C(C(C5=CC=CC=C5)NC(=O)OC(C)(C)C)O)O)OC(=O)C6=CC=CC=C6)(CO4)OC(=O)C)OC)C)OC. Drug 2: C1CNP(=O)(OC1)N(CCCl)CCCl. Cell line: OVCAR-5. Synergy scores: CSS=44.9, Synergy_ZIP=4.86, Synergy_Bliss=3.14, Synergy_Loewe=-27.5, Synergy_HSA=3.72. (3) Drug 1: C1C(C(OC1N2C=C(C(=O)NC2=O)F)CO)O. Drug 2: CCC1(CC2CC(C3=C(CCN(C2)C1)C4=CC=CC=C4N3)(C5=C(C=C6C(=C5)C78CCN9C7C(C=CC9)(C(C(C8N6C)(C(=O)OC)O)OC(=O)C)CC)OC)C(=O)OC)O.OS(=O)(=O)O. Cell line: PC-3. Synergy scores: CSS=10.7, Synergy_ZIP=-2.14, Synergy_Bliss=1.99, Synergy_Loewe=-6.11, Synergy_HSA=-1.18. (4) Drug 1: CC1=CC=C(C=C1)C2=CC(=NN2C3=CC=C(C=C3)S(=O)(=O)N)C(F)(F)F. Drug 2: COC1=NC(=NC2=C1N=CN2C3C(C(C(O3)CO)O)O)N. Cell line: SNB-19. Synergy scores: CSS=1.75, Synergy_ZIP=2.51, Synergy_Bliss=8.88, Synergy_Loewe=1.75, Synergy_HSA=1.75. (5) Drug 2: C(CCl)NC(=O)N(CCCl)N=O. Cell line: ACHN. Drug 1: C1=CC(=CC=C1CCC2=CNC3=C2C(=O)NC(=N3)N)C(=O)NC(CCC(=O)O)C(=O)O. Synergy scores: CSS=16.8, Synergy_ZIP=-1.47, Synergy_Bliss=0.919, Synergy_Loewe=-15.6, Synergy_HSA=-0.251. (6) Drug 1: C1=CN(C(=O)N=C1N)C2C(C(C(O2)CO)O)O.Cl. Drug 2: C#CCC(CC1=CN=C2C(=N1)C(=NC(=N2)N)N)C3=CC=C(C=C3)C(=O)NC(CCC(=O)O)C(=O)O. Cell line: NCI-H322M. Synergy scores: CSS=37.6, Synergy_ZIP=-1.54, Synergy_Bliss=-9.46, Synergy_Loewe=-20.7, Synergy_HSA=-10.7. (7) Drug 1: CC(C)(C#N)C1=CC(=CC(=C1)CN2C=NC=N2)C(C)(C)C#N. Drug 2: C1=CC=C(C=C1)NC(=O)CCCCCCC(=O)NO. Synergy scores: CSS=9.61, Synergy_ZIP=-3.64, Synergy_Bliss=-0.770, Synergy_Loewe=-4.34, Synergy_HSA=-4.18. Cell line: EKVX. (8) Drug 1: CS(=O)(=O)C1=CC(=C(C=C1)C(=O)NC2=CC(=C(C=C2)Cl)C3=CC=CC=N3)Cl. Drug 2: C1=CN(C(=O)N=C1N)C2C(C(C(O2)CO)O)O.Cl. Cell line: PC-3. Synergy scores: CSS=27.8, Synergy_ZIP=-4.68, Synergy_Bliss=1.77, Synergy_Loewe=-28.7, Synergy_HSA=1.54. (9) Drug 1: CC1=CC=C(C=C1)C2=CC(=NN2C3=CC=C(C=C3)S(=O)(=O)N)C(F)(F)F. Drug 2: CCCCCOC(=O)NC1=NC(=O)N(C=C1F)C2C(C(C(O2)C)O)O. Cell line: EKVX. Synergy scores: CSS=0.239, Synergy_ZIP=0.826, Synergy_Bliss=0.658, Synergy_Loewe=-1.72, Synergy_HSA=-1.94.